This data is from Forward reaction prediction with 1.9M reactions from USPTO patents (1976-2016). The task is: Predict the product of the given reaction. (1) Given the reactants [NH2:1][C:2]1[CH:7]=[CH:6][CH:5]=[CH:4][N:3]=1.C(N(CC)CC)C.[Br:15][CH2:16][C:17](Br)=[O:18], predict the reaction product. The product is: [N:3]1[CH:4]=[CH:5][CH:6]=[CH:7][C:2]=1[NH:1][C:17](=[O:18])[CH2:16][Br:15]. (2) Given the reactants [CH3:1][C:2]1[N:3]=[C:4]([NH2:8])[S:5][C:6]=1[CH3:7].[Br:9][CH2:10][CH2:11][CH2:12][OH:13], predict the reaction product. The product is: [BrH:9].[NH:8]=[C:4]1[N:3]([CH2:10][CH2:11][CH2:12][OH:13])[C:2]([CH3:1])=[C:6]([CH3:7])[S:5]1. (3) The product is: [CH2:20]([N:7]1[C:15]2[C:10](=[CH:11][CH:12]=[CH:13][CH:14]=2)[C:9]([C:16]([O:18][CH3:19])=[O:17])=[N:8]1)[CH2:21][CH2:22][CH2:23][CH3:24]. Given the reactants CC(C)([O-])C.[K+].[NH:7]1[C:15]2[C:10](=[CH:11][CH:12]=[CH:13][CH:14]=2)[C:9]([C:16]([O:18][CH3:19])=[O:17])=[N:8]1.[CH2:20](Br)[CH2:21][CH2:22][CH2:23][CH3:24], predict the reaction product. (4) Given the reactants [NH:1]1[CH:5]=[CH:4][N:3]=[CH:2]1.C(=O)([O-])[O-].[K+].[K+].Cl[CH2:13][C:14]([N:16]1[CH2:21][CH2:20][CH:19](/[CH:22]=[CH:23]/[C:24]2[C:29]([CH3:30])=[CH:28][CH:27]=[CH:26][C:25]=2[CH3:31])[CH2:18][CH2:17]1)=[O:15].C(=O)([O-])O.[Na+], predict the reaction product. The product is: [CH3:31][C:25]1[CH:26]=[CH:27][CH:28]=[C:29]([CH3:30])[C:24]=1/[CH:23]=[CH:22]/[CH:19]1[CH2:20][CH2:21][N:16]([C:14](=[O:15])[CH2:13][N:1]2[CH:5]=[CH:4][N:3]=[CH:2]2)[CH2:17][CH2:18]1. (5) Given the reactants [Br:1][C:2]1[CH:11]=[CH:10][C:9]2[O:8][C@H:7]3[CH2:12][CH2:13][O:14][CH2:15][C@@H:6]3[C@:5]3([C:19](=[O:20])[N:18]([CH3:21])[C:17](=S)[NH:16]3)[C:4]=2[CH:3]=1.CO.C(OO)(C)(C)C.[NH4+:31].[OH-], predict the reaction product. The product is: [NH2:31][C:17]1[N:18]([CH3:21])[C:19](=[O:20])[C@:5]2([N:16]=1)[C:4]1[CH:3]=[C:2]([Br:1])[CH:11]=[CH:10][C:9]=1[O:8][C@H:7]1[CH2:12][CH2:13][O:14][CH2:15][C@H:6]21. (6) Given the reactants [O:1]1[C:6]2[CH:7]=[CH:8][CH:9]=[CH:10][C:5]=2[NH:4][C:3](=[O:11])[CH2:2]1.[H-].[Na+].CS(O[CH2:19][CH2:20][N:21]1[CH2:26][CH2:25][CH:24]([NH:27][C:28]([O:30][C:31]([CH3:34])([CH3:33])[CH3:32])=[O:29])[CH2:23][CH2:22]1)(=O)=O.COC1C=C2C(C=CC(=O)N2CCN2CCC(NC(=O)OC(C)(C)C)CC2)=CC=1, predict the reaction product. The product is: [O:11]=[C:3]1[N:4]([CH2:19][CH2:20][N:21]2[CH2:26][CH2:25][CH:24]([NH:27][C:28](=[O:29])[O:30][C:31]([CH3:34])([CH3:33])[CH3:32])[CH2:23][CH2:22]2)[C:5]2[CH:10]=[CH:9][CH:8]=[CH:7][C:6]=2[O:1][CH2:2]1. (7) Given the reactants [CH2:1](I)[CH2:2][CH2:3][CH3:4].II.[Cl-].[CH2:9]([O:11][C:12](=[O:20])[CH2:13][CH2:14][CH2:15][CH2:16][C:17]([OH:19])=O)[CH3:10].S(=O)(=O)(O)O, predict the reaction product. The product is: [O:19]=[C:17]([CH2:1][CH2:2][CH2:3][CH3:4])[CH2:16][CH2:15][CH2:14][CH2:13][C:12]([O:11][CH2:9][CH3:10])=[O:20].